From a dataset of Reaction yield outcomes from USPTO patents with 853,638 reactions. Predict the reaction yield, written as a fraction of the theoretical maximum amount of product (1.0 means a 100% yield; for example, 0.34 means a 34% yield). (1) The reactants are [OH-].[K+].[C:3]([OH:11])(=[O:10])[C:4]1[CH:9]=[CH:8][CH:7]=[CH:6][CH:5]=1.CN(C=O)C.Cl[CH:18]([C:22](=[O:24])[CH3:23])[C:19](=[O:21])[CH3:20]. The catalyst is O. The product is [C:3]([O:11][CH:18]([C:22](=[O:24])[CH3:23])[C:19](=[O:21])[CH3:20])(=[O:10])[C:4]1[CH:9]=[CH:8][CH:7]=[CH:6][CH:5]=1. The yield is 0.961. (2) The reactants are C([Mg]Cl)(C)C.[NH:6]1[C:14]2[CH:13]=[CH:12][N:11]=[CH:10][C:9]=2[CH:8]=[CH:7]1.[CH2:15]([O:17][C:18](=[O:32])[C:19](=[CH:25][C:26]1[CH:31]=[CH:30][CH:29]=[CH:28][CH:27]=1)[C:20]([O:22][CH2:23][CH3:24])=[O:21])[CH3:16]. The catalyst is C1COCC1.[Cl-].[Cl-].[Zn+2]. The product is [CH2:23]([O:22][C:20](=[O:21])[CH:19]([CH:25]([C:26]1[CH:27]=[CH:28][CH:29]=[CH:30][CH:31]=1)[C:8]1[C:9]2[CH:10]=[N:11][CH:12]=[CH:13][C:14]=2[NH:6][CH:7]=1)[C:18]([O:17][CH2:15][CH3:16])=[O:32])[CH3:24]. The yield is 0.700.